Dataset: TCR-epitope binding with 47,182 pairs between 192 epitopes and 23,139 TCRs. Task: Binary Classification. Given a T-cell receptor sequence (or CDR3 region) and an epitope sequence, predict whether binding occurs between them. The epitope is RLDKVEAEV. The TCR CDR3 sequence is CAISELGHRLTMETQYF. Result: 1 (the TCR binds to the epitope).